This data is from Peptide-MHC class II binding affinity with 134,281 pairs from IEDB. The task is: Regression. Given a peptide amino acid sequence and an MHC pseudo amino acid sequence, predict their binding affinity value. This is MHC class II binding data. (1) The peptide sequence is QHNHRPGYHTQTAGP. The MHC is DRB5_0101 with pseudo-sequence DRB5_0101. The binding affinity (normalized) is 0.134. (2) The peptide sequence is HISYVMLIFFV. The MHC is DRB1_0301 with pseudo-sequence DRB1_0301. The binding affinity (normalized) is 0. (3) The peptide sequence is LNYMSPHHKKLAQAV. The MHC is HLA-DQA10501-DQB10303 with pseudo-sequence HLA-DQA10501-DQB10303. The binding affinity (normalized) is 0.372. (4) The peptide sequence is VSGAAVVSGFVVASL. The binding affinity (normalized) is 0.472. The MHC is DRB4_0101 with pseudo-sequence DRB4_0103. (5) The peptide sequence is SWKLEKASLIEVKTC. The MHC is DRB1_0301 with pseudo-sequence DRB1_0301. The binding affinity (normalized) is 0.275. (6) The peptide sequence is PEKPDSVTPMILKAQK. The MHC is DRB1_1302 with pseudo-sequence DRB1_1302. The binding affinity (normalized) is 0.262. (7) The peptide sequence is NHVIQSVRRLYPKIF. The MHC is DRB1_1302 with pseudo-sequence DRB1_1302. The binding affinity (normalized) is 0.188.